Dataset: Full USPTO retrosynthesis dataset with 1.9M reactions from patents (1976-2016). Task: Predict the reactants needed to synthesize the given product. (1) Given the product [OH:2][C:3]1[CH:16]=[CH:15][C:6]2[CH:7]=[C:8]([C:10]([O:12][CH2:13][CH3:14])=[O:11])[S:9][C:5]=2[CH:4]=1, predict the reactants needed to synthesize it. The reactants are: C[O:2][C:3]1[CH:16]=[CH:15][C:6]2[CH:7]=[C:8]([C:10]([O:12][CH2:13][CH3:14])=[O:11])[S:9][C:5]=2[CH:4]=1.C(Cl)Cl.B(Br)(Br)Br. (2) Given the product [NH2:1][C:2]1[S:3][C:4]2[C:9]([NH:10][C@H:11]([CH3:21])[CH2:12][NH:13][C:14](=[O:20])[O:15][C:16]([CH3:17])([CH3:19])[CH3:18])=[N:8][C:7]([S:41][CH2:40][C:36]3[CH:37]=[CH:38][CH:39]=[C:34]([Cl:33])[C:35]=3[F:42])=[N:6][C:5]=2[N:32]=1, predict the reactants needed to synthesize it. The reactants are: [NH2:1][C:2]1[S:3][C:4]2[C:9]([NH:10][C@H:11]([CH3:21])[CH2:12][NH:13][C:14](=[O:20])[O:15][C:16]([CH3:19])([CH3:18])[CH3:17])=[N:8][C:7](S(CC3C=CC=CC=3)(=O)=O)=[N:6][C:5]=2[N:32]=1.[Cl:33][C:34]1[C:35]([F:42])=[C:36]([CH2:40][SH:41])[CH:37]=[CH:38][CH:39]=1.C(O)C.[BH4-].[Na+]. (3) Given the product [CH3:9][O:10][C:11](=[O:38])[C:12]1[CH:17]=[CH:16][CH:15]=[C:14]([CH2:18][N:19]2[C:20]3[C:25](=[CH:24][CH:23]=[CH:22][CH:21]=3)/[C:27](=[C:28](\[C:5]3[CH:6]=[CH:7][C:2]([Cl:1])=[CH:3][CH:4]=3)/[C:29]3[CH:34]=[CH:33][CH:32]=[CH:31][C:30]=3[O:35][CH3:36])/[C:26]2=[O:37])[CH:13]=1, predict the reactants needed to synthesize it. The reactants are: [Cl:1][C:2]1[CH:7]=[CH:6][C:5](I)=[CH:4][CH:3]=1.[CH3:9][O:10][C:11](=[O:38])[C:12]1[CH:17]=[CH:16][CH:15]=[C:14]([CH2:18][N:19]([C:26](=[O:37])[C:27]#[C:28][C:29]2[CH:34]=[CH:33][CH:32]=[CH:31][C:30]=2[O:35][CH3:36])[C:20]2[CH:25]=[CH:24][CH:23]=[CH:22][CH:21]=2)[CH:13]=1.